Dataset: Caco-2 cell permeability data measuring drug intestinal absorption for ~900 compounds. Task: Regression/Classification. Given a drug SMILES string, predict its absorption, distribution, metabolism, or excretion properties. Task type varies by dataset: regression for continuous measurements (e.g., permeability, clearance, half-life) or binary classification for categorical outcomes (e.g., BBB penetration, CYP inhibition). For this dataset (caco2_wang), we predict Y. The compound is C[C@@H]1NC(=O)[C@H](C)N(C)C(=O)[C@@H](C)N(C)C(=O)[C@H](C)NC(=O)[C@@H](C)NC(=O)[C@@H](C)N(C)C1=O. The Y is -5.82 log Papp (cm/s).